This data is from Full USPTO retrosynthesis dataset with 1.9M reactions from patents (1976-2016). The task is: Predict the reactants needed to synthesize the given product. (1) Given the product [CH2:1]([O:3][CH:4]([CH2:10][C:11]1[CH:12]=[CH:13][C:14]([O:17][CH2:18][CH2:19][N:20]2[C:25](=[O:26])[CH:24]=[C:23]([C:27]3[CH:32]=[CH:31][CH:30]=[CH:29][CH:28]=3)[N:22]=[C:21]2[CH2:33][CH3:34])=[CH:15][CH:16]=1)[C:5]([OH:7])=[O:6])[CH3:2], predict the reactants needed to synthesize it. The reactants are: [CH2:1]([O:3][CH:4]([CH2:10][C:11]1[CH:16]=[CH:15][C:14]([O:17][CH2:18][CH2:19][N:20]2[C:25](=[O:26])[CH:24]=[C:23]([C:27]3[CH:32]=[CH:31][CH:30]=[CH:29][CH:28]=3)[N:22]=[C:21]2[CH2:33][CH3:34])=[CH:13][CH:12]=1)[C:5]([O:7]CC)=[O:6])[CH3:2].[OH-].[Na+]. (2) Given the product [Cl:1][C:2]1[CH:3]=[CH:4][C:5]([C:8]2[CH:9]=[C:10]3[CH:25]([O:26][CH2:30][CH3:31])[CH2:24][C:23]([CH3:28])([CH3:27])[O:22][C:11]3=[N:12][C:13]=2[C:14]2[CH:19]=[CH:18][C:17]([Cl:20])=[CH:16][C:15]=2[Cl:21])=[CH:6][CH:7]=1, predict the reactants needed to synthesize it. The reactants are: [Cl:1][C:2]1[CH:7]=[CH:6][C:5]([C:8]2[CH:9]=[C:10]3[CH:25]([OH:26])[CH2:24][C:23]([CH3:28])([CH3:27])[O:22][C:11]3=[N:12][C:13]=2[C:14]2[CH:19]=[CH:18][C:17]([Cl:20])=[CH:16][C:15]=2[Cl:21])=[CH:4][CH:3]=1.Br[CH2:30][CH3:31].[H-].[Na+]. (3) Given the product [CH2:1]([NH:3][CH2:13][CH2:12][CH2:11][S:9]([CH2:8][CH2:7][CH2:6][C:5]([F:19])([F:4])[C:15]([F:16])([F:18])[F:17])=[O:10])[CH3:2], predict the reactants needed to synthesize it. The reactants are: [CH2:1]([NH2:3])[CH3:2].[F:4][C:5]([F:19])([C:15]([F:18])([F:17])[F:16])[CH2:6][CH2:7][CH2:8][S:9]([CH2:11][CH2:12][CH2:13]Cl)=[O:10]. (4) Given the product [C:26]12([C:36]([O:1][CH:2]3[CH:6]4[O:7][C:8](=[O:18])[CH:9]5[CH:10]([C:11]([O:13][C:14]([CH3:15])([CH3:17])[CH3:16])=[O:12])[CH:3]3[CH2:4][CH:5]45)=[O:37])[CH2:33][CH:32]3[CH2:31][CH:30]([CH2:29][CH:28]([CH2:34]3)[CH2:27]1)[CH2:35]2, predict the reactants needed to synthesize it. The reactants are: [OH:1][CH:2]1[CH:6]2[O:7][C:8](=[O:18])[CH:9]3[CH:10]([C:11]([O:13][C:14]([CH3:17])([CH3:16])[CH3:15])=[O:12])[CH:3]1[CH2:4][CH:5]23.C(N(CC)CC)C.[C:26]12([C:36](Cl)=[O:37])[CH2:35][CH:30]3[CH2:31][CH:32]([CH2:34][CH:28]([CH2:29]3)[CH2:27]1)[CH2:33]2.O. (5) The reactants are: [NH:1]1[CH2:6][CH2:5][O:4][CH2:3][CH2:2]1.[NH2:7][C:8]1[S:9][C:10](Cl)=[N:11][N:12]=1. Given the product [NH2:7][C:8]1[S:9][C:10]([N:1]2[CH2:6][CH2:5][O:4][CH2:3][CH2:2]2)=[N:11][N:12]=1, predict the reactants needed to synthesize it. (6) Given the product [Br:20][C:21]1[CH:26]=[CH:25][C:24]([CH2:27][C:28]([NH:1][C:2]2[CH:7]=[CH:6][C:5]([O:8][C:9]3[CH:10]=[CH:11][C:12]([C:15]([F:16])([F:17])[F:18])=[CH:13][CH:14]=3)=[CH:4][C:3]=2[OH:19])=[O:29])=[CH:23][CH:22]=1, predict the reactants needed to synthesize it. The reactants are: [NH2:1][C:2]1[CH:7]=[CH:6][C:5]([O:8][C:9]2[CH:14]=[CH:13][C:12]([C:15]([F:18])([F:17])[F:16])=[CH:11][CH:10]=2)=[CH:4][C:3]=1[OH:19].[Br:20][C:21]1[CH:26]=[CH:25][C:24]([CH2:27][C:28](O)=[O:29])=[CH:23][CH:22]=1.CC(C)N=C=NC(C)C.C1C=CC2N(O)N=NC=2C=1. (7) Given the product [CH3:13][N:14]1[C:19](=[O:20])[C:18]2[C:21]([S:45][C:43]3[CH:44]=[CH:39][CH:40]=[CH:41][N:42]=3)=[C:22]([CH2:24][C:25]3[C:34]4[C:29](=[CH:30][CH:31]=[CH:32][CH:33]=4)[CH:28]=[CH:27][CH:26]=3)[S:23][C:17]=2[C:16]([CH2:35][CH:36]([CH3:38])[CH3:37])=[N:15]1, predict the reactants needed to synthesize it. The reactants are: C([Li])CCC.C(NC(C)C)(C)C.[CH3:13][N:14]1[C:19](=[O:20])[C:18]2[CH:21]=[C:22]([CH2:24][C:25]3[C:34]4[C:29](=[CH:30][CH:31]=[CH:32][CH:33]=4)[CH:28]=[CH:27][CH:26]=3)[S:23][C:17]=2[C:16]([CH2:35][CH:36]([CH3:38])[CH3:37])=[N:15]1.[CH:39]1[CH:44]=[C:43]([S:45][S:45][C:43]2[N:42]=[CH:41][CH:40]=[CH:39][CH:44]=2)[N:42]=[CH:41][CH:40]=1.